From a dataset of Forward reaction prediction with 1.9M reactions from USPTO patents (1976-2016). Predict the product of the given reaction. The product is: [F:21][C:10]1[C:11]([O:19][CH3:20])=[CH:12][C:13]2[C:14](=[O:18])[CH:15]3[CH2:16][O:17][CH2:4][CH2:5][CH:6]3[O:7][C:8]=2[CH:9]=1. Given the reactants C(O[CH:4]1[O:17][CH2:16][CH:15]2[CH:6]([O:7][C:8]3[CH:9]=[C:10]([F:21])[C:11]([O:19][CH3:20])=[CH:12][C:13]=3[C:14]2=[O:18])[CH2:5]1)C.C([SiH](CC)CC)C.B(F)(F)F, predict the reaction product.